This data is from Catalyst prediction with 721,799 reactions and 888 catalyst types from USPTO. The task is: Predict which catalyst facilitates the given reaction. (1) Reactant: [C:1]([C:3]1[CH:4]=[C:5]([C:13]2[N:18]=[CH:17][C:16]([C:19]3[C:20]([O:34][CH3:35])=[C:21]([CH2:26][CH2:27][CH2:28][C:29]([O:31]CC)=[O:30])[CH:22]=[C:23]([F:25])[CH:24]=3)=[CH:15][N:14]=2)[CH:6]=[CH:7][C:8]=1[O:9][CH:10]([CH3:12])[CH3:11])#[N:2].[OH-].[Na+]. Product: [C:1]([C:3]1[CH:4]=[C:5]([C:13]2[N:18]=[CH:17][C:16]([C:19]3[C:20]([O:34][CH3:35])=[C:21]([CH2:26][CH2:27][CH2:28][C:29]([OH:31])=[O:30])[CH:22]=[C:23]([F:25])[CH:24]=3)=[CH:15][N:14]=2)[CH:6]=[CH:7][C:8]=1[O:9][CH:10]([CH3:12])[CH3:11])#[N:2]. The catalyst class is: 252. (2) Reactant: [O:1]=[C:2]1[N:6]2[CH2:7][CH2:8][N:9]([C:11]([NH:13][C:14]3[CH:19]=[CH:18][CH:17]=[CH:16][CH:15]=3)=[O:12])[CH2:10][CH:5]2[C:4]([C:26]2[CH:31]=[CH:30][CH:29]=[CH:28][CH:27]=2)([C:20]2[CH:25]=[CH:24][CH:23]=[CH:22][CH:21]=2)[O:3]1.[H-].[Na+].[CH3:34]I. Product: [CH3:34][N:13]([C:14]1[CH:15]=[CH:16][CH:17]=[CH:18][CH:19]=1)[C:11]([N:9]1[CH2:8][CH2:7][N:6]2[C:2](=[O:1])[O:3][C:4]([C:20]3[CH:21]=[CH:22][CH:23]=[CH:24][CH:25]=3)([C:26]3[CH:31]=[CH:30][CH:29]=[CH:28][CH:27]=3)[CH:5]2[CH2:10]1)=[O:12]. The catalyst class is: 7.